Dataset: hERG potassium channel inhibition data for cardiac toxicity prediction from Karim et al.. Task: Regression/Classification. Given a drug SMILES string, predict its toxicity properties. Task type varies by dataset: regression for continuous values (e.g., LD50, hERG inhibition percentage) or binary classification for toxic/non-toxic outcomes (e.g., AMES mutagenicity, cardiotoxicity, hepatotoxicity). Dataset: herg_karim. The compound is CN(C)C(=O)[C@@H](c1ccc(-c2ccc(F)cc2)cc1)[C@H](N)C(=O)N1CC[C@H](F)C1. The result is 1 (blocker).